From a dataset of Catalyst prediction with 721,799 reactions and 888 catalyst types from USPTO. Predict which catalyst facilitates the given reaction. (1) Reactant: [F:1][C:2]1[CH:11]=[CH:10][C:5]([C:6](=[O:9])[CH2:7]Br)=[CH:4][CH:3]=1.Cl.[CH2:13]([C:15]1[C:20]([C:21]([OH:23])=[O:22])=[CH:19][N:18]=[CH:17][CH:16]=1)[CH3:14].C(=O)([O-])[O-].[K+].[K+].O. Product: [CH2:13]([C:15]1[CH:16]=[CH:17][N:18]=[CH:19][C:20]=1[C:21]([O:23][CH2:7][C:6]([C:5]1[CH:10]=[CH:11][C:2]([F:1])=[CH:3][CH:4]=1)=[O:9])=[O:22])[CH3:14]. The catalyst class is: 9. (2) Reactant: [N+:1]([C:4]1[CH:11]=[CH:10][C:7]([CH2:8]Cl)=[CH:6][CH:5]=1)([O-:3])=[O:2].[NH:12]1[CH2:17][CH2:16][CH2:15][CH2:14][CH2:13]1.CCN(CC)CC. Product: [N+:1]([C:4]1[CH:11]=[CH:10][C:7]([CH2:8][N:12]2[CH2:17][CH2:16][CH2:15][CH2:14][CH2:13]2)=[CH:6][CH:5]=1)([O-:3])=[O:2]. The catalyst class is: 1. (3) The catalyst class is: 13. Product: [CH2:37]([N:9]([S:6]([C:2]1[S:1][CH:5]=[CH:4][CH:3]=1)(=[O:7])=[O:8])[C:10]1[CH:11]=[C:12]([CH3:25])[C:13]([CH3:24])=[C:14]2[C:18]=1[NH:17][C:16]([C:19]([O:21][CH2:22][CH3:23])=[O:20])=[CH:15]2)[CH3:38]. Reactant: [S:1]1[CH:5]=[CH:4][CH:3]=[C:2]1[S:6]([NH:9][C:10]1[CH:11]=[C:12]([CH3:25])[C:13]([CH3:24])=[C:14]2[C:18]=1[NH:17][C:16]([C:19]([O:21][CH2:22][CH3:23])=[O:20])=[CH:15]2)(=[O:8])=[O:7].C(=O)([O-])[O-].[K+].[K+].CN(C)C=O.[CH2:37](I)[CH3:38]. (4) Reactant: [CH3:1][CH2:2][CH2:3][CH2:4][CH2:5][CH2:6][CH2:7][CH2:8][C:9]1[CH:10]=[CH:11][C:12]([CH2:15][CH2:16][C:17]([NH2:22])([CH2:20][OH:21])[CH2:18][OH:19])=[CH:13][CH:14]=1.CC(O)C.[ClH:27]. Product: [CH3:1][CH2:2][CH2:3][CH2:4][CH2:5][CH2:6][CH2:7][CH2:8][C:9]1[CH:14]=[CH:13][C:12]([CH2:15][CH2:16][C:17]([NH2:22])([CH2:18][OH:19])[CH2:20][OH:21])=[CH:11][CH:10]=1.[ClH:27]. The catalyst class is: 13.